Dataset: CYP2C19 inhibition data for predicting drug metabolism from PubChem BioAssay. Task: Regression/Classification. Given a drug SMILES string, predict its absorption, distribution, metabolism, or excretion properties. Task type varies by dataset: regression for continuous measurements (e.g., permeability, clearance, half-life) or binary classification for categorical outcomes (e.g., BBB penetration, CYP inhibition). Dataset: cyp2c19_veith. (1) The drug is C/C=C\C1=C(CO)C(=O)[C@H]2O[C@]2(CC=C(C)C)C1=O. The result is 0 (non-inhibitor). (2) The molecule is O=C(Nc1ccccc1)[C@@]12C[C@@H]1/C(=N/O)c1ccccc1O2. The result is 1 (inhibitor). (3) The drug is CCOC(=O)c1cc(-c2ccccc2)sc1NC(=O)c1ccc(OC)cc1. The result is 1 (inhibitor). (4) The drug is O=C1C2Sc3[nH]c(=O)sc3C(c3ccccc3)C2C(=O)N1c1ccccc1. The result is 1 (inhibitor). (5) The molecule is N[C@@H]1CCc2cc(O)c(O)cc2C1. The result is 0 (non-inhibitor). (6) The drug is N[C@H](C(=O)O)c1ccc(C(=O)O)c(O)c1. The result is 0 (non-inhibitor). (7) The drug is Cc1sc2ccccc2[n+]1CCC(=O)O. The result is 0 (non-inhibitor).